Dataset: Reaction yield outcomes from USPTO patents with 853,638 reactions. Task: Predict the reaction yield, written as a fraction of the theoretical maximum amount of product (1.0 means a 100% yield; for example, 0.34 means a 34% yield). (1) The reactants are [H-].[Na+].[CH:3]([Si:6]([CH:11]([CH3:13])[CH3:12])([CH:8]([CH3:10])[CH3:9])[SH:7])([CH3:5])[CH3:4].[H][H].I[C:17]1[CH:18]=[C:19]([CH:31]=[CH:32][CH:33]=1)[O:20][CH2:21][CH2:22][C:23]1[N:28]=[C:27]([CH2:29][NH2:30])[CH:26]=[CH:25][CH:24]=1. The catalyst is C1COCC1.C1(C)C=CC=CC=1.C1C=CC([P]([Pd]([P](C2C=CC=CC=2)(C2C=CC=CC=2)C2C=CC=CC=2)([P](C2C=CC=CC=2)(C2C=CC=CC=2)C2C=CC=CC=2)[P](C2C=CC=CC=2)(C2C=CC=CC=2)C2C=CC=CC=2)(C2C=CC=CC=2)C2C=CC=CC=2)=CC=1. The product is [CH3:12][CH:11]([Si:6]([CH:3]([CH3:5])[CH3:4])([S:7][C:17]1[CH:18]=[C:19]([CH:31]=[CH:32][CH:33]=1)[O:20][CH2:21][CH2:22][C:23]1[N:28]=[C:27]([CH2:29][NH2:30])[CH:26]=[CH:25][CH:24]=1)[CH:8]([CH3:10])[CH3:9])[CH3:13]. The yield is 0.950. (2) The reactants are [Cl:1][C:2]1[CH:3]=[CH:4][N:5]2[CH:10]=[C:9]([CH3:11])[N:8]([C:12]3[CH:17]=[CH:16][CH:15]=[C:14]([F:18])[CH:13]=3)[C:7](=[O:19])[C:6]=12.[O:20]1CCOCC1. The catalyst is CCOC(C)=O. The product is [Cl:1][C:2]1[CH:3]=[CH:4][N:5]2[CH:10]=[C:9]([CH:11]=[O:20])[N:8]([C:12]3[CH:17]=[CH:16][CH:15]=[C:14]([F:18])[CH:13]=3)[C:7](=[O:19])[C:6]=12. The yield is 1.00. (3) The reactants are [CH2:1]([O:3][C:4](=[O:11])[CH2:5][C:6](=O)[CH:7](Br)[CH3:8])[CH3:2].[F:12][C:13]([F:24])([F:23])[C:14]1[CH:22]=[CH:21][C:17]([C:18]([NH2:20])=[S:19])=[CH:16][CH:15]=1.O. The catalyst is C(O)C. The product is [CH2:1]([O:3][C:4](=[O:11])[CH2:5][C:6]1[N:20]=[C:18]([C:17]2[CH:16]=[CH:15][C:14]([C:13]([F:23])([F:12])[F:24])=[CH:22][CH:21]=2)[S:19][C:7]=1[CH3:8])[CH3:2]. The yield is 0.610. (4) The reactants are [CH3:1][C:2]1[O:6][C:5]([C:7]2[CH:16]=[CH:15][C:10]([C:11]([O:13]C)=[O:12])=[CH:9][CH:8]=2)=[N:4][C:3]=1[CH2:17][S:18]([C:21]1[CH:26]=[CH:25][C:24]([C:27]([F:30])([F:29])[F:28])=[CH:23][CH:22]=1)(=[O:20])=[O:19]. The catalyst is Cl. The product is [CH3:1][C:2]1[O:6][C:5]([C:7]2[CH:16]=[CH:15][C:10]([C:11]([OH:13])=[O:12])=[CH:9][CH:8]=2)=[N:4][C:3]=1[CH2:17][S:18]([C:21]1[CH:26]=[CH:25][C:24]([C:27]([F:29])([F:28])[F:30])=[CH:23][CH:22]=1)(=[O:20])=[O:19]. The yield is 0.890. (5) The reactants are [F:1][C:2]1[CH:9]=[CH:8][C:5]([C:6]#[N:7])=[C:4]([C:10]([F:13])([F:12])[F:11])[C:3]=1I.C1(C)C=CC=CC=1.[C:22]([Si:24]([CH3:27])([CH3:26])[CH3:25])#[CH:23]. The catalyst is CCOC(C)=O.Cl[Pd](Cl)([P](C1C=CC=CC=1)(C1C=CC=CC=1)C1C=CC=CC=1)[P](C1C=CC=CC=1)(C1C=CC=CC=1)C1C=CC=CC=1.[Cu]I. The product is [F:1][C:2]1[CH:9]=[CH:8][C:5]([C:6]#[N:7])=[C:4]([C:10]([F:13])([F:12])[F:11])[C:3]=1[C:23]#[C:22][Si:24]([CH3:27])([CH3:26])[CH3:25]. The yield is 0.810. (6) The reactants are Br[C:2]1[CH:7]=[C:6]([F:8])[C:5]([F:9])=[CH:4][C:3]=1[C:10]1[CH:15]=[CH:14][C:13]([S:16]([CH3:19])(=[O:18])=[O:17])=[CH:12][CH:11]=1.[F:20][C:21]1[CH:22]=[C:23](B(O)O)[CH:24]=[CH:25][C:26]=1[O:27][CH3:28]. No catalyst specified. The product is [F:9][C:5]1[CH:4]=[C:3]([C:10]2[CH:15]=[CH:14][C:13]([S:16]([CH3:19])(=[O:18])=[O:17])=[CH:12][CH:11]=2)[C:2]([C:23]2[CH:24]=[CH:25][C:26]([O:27][CH3:28])=[C:21]([F:20])[CH:22]=2)=[CH:7][C:6]=1[F:8]. The yield is 0.940.